From a dataset of Catalyst prediction with 721,799 reactions and 888 catalyst types from USPTO. Predict which catalyst facilitates the given reaction. (1) Reactant: Br[C:2]1[C:7]([CH3:8])=[CH:6][CH:5]=[C:4]([Cl:9])[N:3]=1.[O:10]=[C:11]1[NH:16][CH2:15][C@@H:14]([NH:17][C:18](=[O:24])[O:19][C:20]([CH3:23])([CH3:22])[CH3:21])[CH2:13][CH2:12]1.C(=O)([O-])[O-].[K+].[K+].CNCCNC. Product: [Cl:9][C:4]1[N:3]=[C:2]([N:16]2[C:11](=[O:10])[CH2:12][CH2:13][C@H:14]([NH:17][C:18](=[O:24])[O:19][C:20]([CH3:22])([CH3:21])[CH3:23])[CH2:15]2)[C:7]([CH3:8])=[CH:6][CH:5]=1. The catalyst class is: 185. (2) Reactant: [CH3:1][N:2]1[CH:6]=[C:5]([NH2:7])[CH:4]=[N:3]1.[Cl:8][C:9]1[CH:27]=[CH:26][C:12]([CH2:13][CH:14]2[CH2:19][CH:18]([C:20](OCC)=[O:21])[C:17](=O)[CH2:16][CH2:15]2)=[CH:11][CH:10]=1. Product: [Cl:8][C:9]1[CH:10]=[CH:11][C:12]([CH2:13][CH:14]2[CH2:15][CH2:16][C:17]3[N:7]=[C:5]4[CH:4]=[N:3][N:2]([CH3:1])[C:6]4=[C:20]([OH:21])[C:18]=3[CH2:19]2)=[CH:26][CH:27]=1. The catalyst class is: 743.